This data is from Full USPTO retrosynthesis dataset with 1.9M reactions from patents (1976-2016). The task is: Predict the reactants needed to synthesize the given product. (1) Given the product [CH:12]1([N:4]2[CH:5]=[C:6]([C:7]([O:9][CH2:10][CH3:11])=[O:8])[C:2]([NH:1][C:25]([NH:24][CH2:23][C:22]3[CH:27]=[CH:28][C:19]([O:18][CH3:17])=[CH:20][CH:21]=3)=[O:26])=[N:3]2)[CH2:16][CH2:15][CH2:14][CH2:13]1, predict the reactants needed to synthesize it. The reactants are: [NH2:1][C:2]1[C:6]([C:7]([O:9][CH2:10][CH3:11])=[O:8])=[CH:5][N:4]([CH:12]2[CH2:16][CH2:15][CH2:14][CH2:13]2)[N:3]=1.[CH3:17][O:18][C:19]1[CH:28]=[CH:27][C:22]([CH2:23][N:24]=[C:25]=[O:26])=[CH:21][CH:20]=1.C(N(CC)CC)C. (2) Given the product [ClH:1].[Cl:1][C:2]1[CH:3]=[CH:4][C:5]([CH2:6][CH:7]2[CH2:8][CH2:9][N:10]([CH2:16][CH2:15][CH:17]([OH:18])[CH3:19])[CH2:11][CH2:12]2)=[CH:13][CH:14]=1, predict the reactants needed to synthesize it. The reactants are: [Cl:1][C:2]1[CH:14]=[CH:13][C:5]([CH2:6][CH:7]2[CH2:12][CH2:11][NH:10][CH2:9][CH2:8]2)=[CH:4][CH:3]=1.[CH:15]([C:17]([CH3:19])=[O:18])=[CH2:16].